From a dataset of Full USPTO retrosynthesis dataset with 1.9M reactions from patents (1976-2016). Predict the reactants needed to synthesize the given product. (1) Given the product [CH3:21][O:20][C:8]1[CH:7]=[C:6]2[C:11]([C:2]([NH:22][C:23]3[NH:24][N:25]=[C:26]([CH2:28][C:29]([OH:31])=[O:30])[CH:27]=3)=[N:3][CH:4]=[N:5]2)=[C:10]([O:12][CH:13]2[CH2:18][CH2:17][N:16]([CH3:19])[CH2:15][CH2:14]2)[CH:9]=1, predict the reactants needed to synthesize it. The reactants are: Cl[C:2]1[C:11]2[C:6](=[CH:7][C:8]([O:20][CH3:21])=[CH:9][C:10]=2[O:12][CH:13]2[CH2:18][CH2:17][N:16]([CH3:19])[CH2:15][CH2:14]2)[N:5]=[CH:4][N:3]=1.[NH2:22][C:23]1[CH:27]=[C:26]([CH2:28][C:29]([OH:31])=[O:30])[NH:25][N:24]=1. (2) Given the product [Br:32][C:5]1[CH:6]=[CH:7][C:2]([OH:1])=[C:3]([C:8]2[N:17]=[CH:16][C:15]3[CH2:14][CH2:13][C@H:12]4[C@H:18]([CH3:25])[C:19](=[O:24])[C:20]([C:22]#[N:23])=[CH:21][C@:11]4([C:26]4[CH:27]=[CH:28][CH:29]=[CH:30][CH:31]=4)[C:10]=3[N:9]=2)[CH:4]=1, predict the reactants needed to synthesize it. The reactants are: [OH:1][C:2]1[CH:7]=[CH:6][CH:5]=[CH:4][C:3]=1[C:8]1[N:17]=[CH:16][C:15]2[CH2:14][CH2:13][C@H:12]3[C@H:18]([CH3:25])[C:19](=[O:24])[CH:20]([C:22]#[N:23])[CH2:21][C@:11]3([C:26]3[CH:31]=[CH:30][CH:29]=[CH:28][CH:27]=3)[C:10]=2[N:9]=1.[Br:32]N1C(C)(C)C(=O)N(Br)C1=O.N1C=CC=CC=1. (3) Given the product [CH2:1]([N:8]1[CH2:12][CH:11]([OH:14])[CH2:10][C:9]1=[O:13])[C:2]1[CH:7]=[CH:6][CH:5]=[CH:4][CH:3]=1, predict the reactants needed to synthesize it. The reactants are: [CH2:1]([N:8]1[CH2:12][CH2:11][CH2:10][C:9]1=[O:13])[C:2]1[CH:7]=[CH:6][CH:5]=[CH:4][CH:3]=1.[O:14]=C[C@@H]([C@H]([C@@H]([C@@H](CO)O)O)O)O.C(OC(N1CC(O)CC1=O)=O)C1C=CC=CC=1.